This data is from Forward reaction prediction with 1.9M reactions from USPTO patents (1976-2016). The task is: Predict the product of the given reaction. (1) The product is: [C:2]1([CH2:1][NH:8][CH2:11][CH:10]=[CH2:9])[CH:7]=[CH:6][CH:5]=[CH:4][CH:3]=1. Given the reactants [CH2:1]([NH2:8])[C:2]1[CH:7]=[CH:6][CH:5]=[CH:4][CH:3]=1.[CH2:9](Br)[CH:10]=[CH2:11].C(=O)(O)[O-].[Na+], predict the reaction product. (2) Given the reactants [CH3:1][O:2][C:3]([C:5]1[CH:6]=[C:7]2[C:11](=[CH:12][CH:13]=1)[NH:10][N:9]=[C:8]2[CH2:14][OH:15])=[O:4].ClCCl.C1(C)C=CC(S([O-])(=O)=O)=CC=1.[NH+]1C=CC=CC=1.[O:36]1[CH:41]=[CH:40][CH2:39][CH2:38][CH2:37]1, predict the reaction product. The product is: [CH3:1][O:2][C:3]([C:5]1[CH:6]=[C:7]2[C:11](=[CH:12][CH:13]=1)[NH:10][N:9]=[C:8]2[CH2:14][O:15][CH:37]1[CH2:38][CH2:39][CH2:40][CH2:41][O:36]1)=[O:4]. (3) Given the reactants C([N:8]1[CH2:11][CH:10]([C:12]#[N:13])[CH2:9]1)(OC(C)(C)C)=O.Cl.CCN(C(C)C)C(C)C.[CH3:24][N:25]1[CH:29]=[C:28]([S:30](Cl)(=[O:32])=[O:31])[N:27]=[CH:26]1, predict the reaction product. The product is: [CH3:24][N:25]1[CH:29]=[C:28]([S:30]([N:8]2[CH2:9][CH:10]([C:12]#[N:13])[CH2:11]2)(=[O:32])=[O:31])[N:27]=[CH:26]1. (4) The product is: [CH:1]1([CH:4]([C:11]2[CH:16]=[CH:15][CH:14]=[C:13]([CH2:17][O:18][C:19]3[CH:20]=[N:21][C:22]([C:44]4[CH:43]=[CH:42][C:41]([O:40][C:39]([F:38])([F:50])[F:51])=[CH:46][CH:45]=4)=[C:23]([CH2:25][C:26]([CH3:29])([CH3:28])[CH3:27])[CH:24]=3)[CH:12]=2)[CH2:5][C:6]([OH:8])=[O:7])[CH2:2][CH2:3]1. Given the reactants [CH:1]1([CH:4]([C:11]2[CH:16]=[CH:15][CH:14]=[C:13]([CH2:17][O:18][C:19]3[CH:20]=[N:21][C:22](OS(C(F)(F)F)(=O)=O)=[C:23]([CH2:25][C:26]([CH3:29])([CH3:28])[CH3:27])[CH:24]=3)[CH:12]=2)[CH2:5][C:6]([O:8]CC)=[O:7])[CH2:3][CH2:2]1.[F:38][C:39]([F:51])([F:50])[O:40][C:41]1[CH:46]=[CH:45][C:44](B(O)O)=[CH:43][CH:42]=1.C(=O)([O-])[O-].[Na+].[Na+].O, predict the reaction product.